Task: Predict the product of the given reaction.. Dataset: Forward reaction prediction with 1.9M reactions from USPTO patents (1976-2016) (1) Given the reactants [CH3:1][C:2]1([CH3:29])[CH2:7][CH2:6][C:5]([C:8]2[CH:13]=[C:12]([C:14]([CH3:18])([CH3:17])[CH:15]=O)[CH:11]=[CH:10][C:9]=2[NH:19][C:20]([C:22]2[NH:23][CH:24]=[C:25]([C:27]#[N:28])[N:26]=2)=[O:21])=[CH:4][CH2:3]1.[CH3:30][S:31][CH2:32][CH2:33][NH2:34].C(O[BH-](OC(=O)C)OC(=O)C)(=O)C.[Na+].CCOC(C)=O, predict the reaction product. The product is: [CH3:29][C:2]1([CH3:1])[CH2:7][CH2:6][C:5]([C:8]2[CH:13]=[C:12]([C:14]([CH3:18])([CH3:17])[CH2:15][NH:34][CH2:33][CH2:32][S:31][CH3:30])[CH:11]=[CH:10][C:9]=2[NH:19][C:20]([C:22]2[NH:23][CH:24]=[C:25]([C:27]#[N:28])[N:26]=2)=[O:21])=[CH:4][CH2:3]1. (2) The product is: [C:4]([O:3][C:1]([N:8]1[CH2:9][CH2:10][N:11]([C:21]2[CH:28]=[CH:27][C:26]([N+:29]([O-:31])=[O:30])=[CH:25][C:22]=2[C:23]#[N:24])[CH2:12][CH2:13]1)=[O:2])([CH3:7])([CH3:6])[CH3:5]. Given the reactants [C:1]([N:8]1[CH2:13][CH2:12][NH:11][CH2:10][CH2:9]1)([O:3][C:4]([CH3:7])([CH3:6])[CH3:5])=[O:2].C(=O)([O-])[O-].[K+].[K+].F[C:21]1[CH:28]=[CH:27][C:26]([N+:29]([O-:31])=[O:30])=[CH:25][C:22]=1[C:23]#[N:24].O, predict the reaction product.